From a dataset of Forward reaction prediction with 1.9M reactions from USPTO patents (1976-2016). Predict the product of the given reaction. (1) Given the reactants [F:1][C:2]1[CH:7]=[CH:6][CH:5]=[C:4]([F:8])[C:3]=1[N:9]1[C:14]2[N:15]=[C:16]([N:29]3[CH2:34][CH2:33][CH:32]([N:35]4[CH2:40][CH2:39][CH:38]([CH3:41])[CH2:37][CH2:36]4)[CH2:31][CH2:30]3)[N:17]=[C:18]([C:19]3[CH:20]=[C:21]([CH:25]=[CH:26][C:27]=3[CH3:28])[C:22](O)=[O:23])[C:13]=2[CH:12]=[CH:11][C:10]1=[O:42].CN(C(ON1N=NC2C=CC=CC1=2)=[N+](C)C)C.F[P-](F)(F)(F)(F)F.C(N(CC)CC)C.[F:74][C:75]([F:79])([F:78])[CH2:76][NH2:77], predict the reaction product. The product is: [F:8][C:4]1[CH:5]=[CH:6][CH:7]=[C:2]([F:1])[C:3]=1[N:9]1[C:14]2[N:15]=[C:16]([N:29]3[CH2:30][CH2:31][CH:32]([N:35]4[CH2:36][CH2:37][CH:38]([CH3:41])[CH2:39][CH2:40]4)[CH2:33][CH2:34]3)[N:17]=[C:18]([C:19]3[CH:20]=[C:21]([CH:25]=[CH:26][C:27]=3[CH3:28])[C:22]([NH:77][CH2:76][C:75]([F:79])([F:78])[F:74])=[O:23])[C:13]=2[CH:12]=[CH:11][C:10]1=[O:42]. (2) The product is: [Cl:1][C:2]1[CH:3]=[CH:4][C:5]([C:8]2[N:17]=[CH:16][CH:15]=[CH:14][C:9]=2[C:10]([OH:12])=[O:11])=[CH:6][CH:7]=1. Given the reactants [Cl:1][C:2]1[CH:7]=[CH:6][C:5]([C:8]2[N:17]=[CH:16][CH:15]=[CH:14][C:9]=2[C:10]([O:12]C)=[O:11])=[CH:4][CH:3]=1.[OH-].[Na+].Cl, predict the reaction product. (3) Given the reactants O[C:2]1([CH2:21][C:22]2[CH:27]=[CH:26][C:25]([CH3:28])=[CH:24][CH:23]=2)[CH2:7][CH2:6][N:5]([CH2:8][CH2:9][CH2:10][C:11]([C:13]2[CH:18]=[CH:17][C:16]([O:19]C)=[CH:15][CH:14]=2)=[O:12])[CH2:4][CH2:3]1.Cl.N1C=CC=CC=1.C([O-])(O)=O.[Na+], predict the reaction product. The product is: [OH:19][C:16]1[CH:17]=[CH:18][C:13]([C:11](=[O:12])[CH2:10][CH2:9][CH2:8][N:5]2[CH2:4][CH:3]=[C:2]([CH2:21][C:22]3[CH:23]=[CH:24][C:25]([CH3:28])=[CH:26][CH:27]=3)[CH2:7][CH2:6]2)=[CH:14][CH:15]=1. (4) Given the reactants [NH2:1][C:2]1[N:10]=[CH:9][N:8]=[C:7]2[C:3]=1[N:4]([C:17]1[CH:22]=[CH:21][C:20]([CH3:23])=[C:19]([O:24][CH3:25])[CH:18]=1)[C:5](=[O:16])[N:6]2[C@@H:11]1[CH2:15][CH2:14][NH:13][CH2:12]1.Cl.[CH3:27][N:28]([CH3:35])[CH2:29]/[CH:30]=[CH:31]/[C:32](O)=[O:33].CCN(C(C)C)C(C)C.CN(C(ON1N=NC2C=CC=CC1=2)=[N+](C)C)C.F[P-](F)(F)(F)(F)F, predict the reaction product. The product is: [NH2:1][C:2]1[N:10]=[CH:9][N:8]=[C:7]2[C:3]=1[N:4]([C:17]1[CH:22]=[CH:21][C:20]([CH3:23])=[C:19]([O:24][CH3:25])[CH:18]=1)[C:5](=[O:16])[N:6]2[C@@H:11]1[CH2:15][CH2:14][N:13]([C:32](=[O:33])/[CH:31]=[CH:30]/[CH2:29][N:28]([CH3:35])[CH3:27])[CH2:12]1. (5) Given the reactants [Br:1][CH:2]=[CH:3][C:4]([F:10])([F:9])[C:5]([F:8])([F:7])[F:6].P(Br)(Br)Br.FC(F)(C(F)(F)F)CCO, predict the reaction product. The product is: [Br:1][CH2:2][CH2:3][C:4]([F:10])([F:9])[C:5]([F:8])([F:7])[F:6].